Dataset: NCI-60 drug combinations with 297,098 pairs across 59 cell lines. Task: Regression. Given two drug SMILES strings and cell line genomic features, predict the synergy score measuring deviation from expected non-interaction effect. (1) Drug 1: C1C(C(OC1N2C=C(C(=O)NC2=O)F)CO)O. Drug 2: C(=O)(N)NO. Cell line: SF-539. Synergy scores: CSS=26.5, Synergy_ZIP=-0.891, Synergy_Bliss=-2.53, Synergy_Loewe=-11.8, Synergy_HSA=-2.58. (2) Drug 1: CC1CCC2CC(C(=CC=CC=CC(CC(C(=O)C(C(C(=CC(C(=O)CC(OC(=O)C3CCCCN3C(=O)C(=O)C1(O2)O)C(C)CC4CCC(C(C4)OC)OCCO)C)C)O)OC)C)C)C)OC. Drug 2: CS(=O)(=O)CCNCC1=CC=C(O1)C2=CC3=C(C=C2)N=CN=C3NC4=CC(=C(C=C4)OCC5=CC(=CC=C5)F)Cl. Cell line: 786-0. Synergy scores: CSS=23.2, Synergy_ZIP=6.02, Synergy_Bliss=9.11, Synergy_Loewe=10.3, Synergy_HSA=9.26. (3) Cell line: HOP-92. Synergy scores: CSS=66.3, Synergy_ZIP=18.5, Synergy_Bliss=19.2, Synergy_Loewe=13.9, Synergy_HSA=19.3. Drug 2: CC1C(C(CC(O1)OC2CC(CC3=C2C(=C4C(=C3O)C(=O)C5=C(C4=O)C(=CC=C5)OC)O)(C(=O)CO)O)N)O.Cl. Drug 1: CC1C(C(CC(O1)OC2CC(CC3=C2C(=C4C(=C3O)C(=O)C5=C(C4=O)C(=CC=C5)OC)O)(C(=O)C)O)N)O.Cl. (4) Drug 2: N.N.Cl[Pt+2]Cl. Synergy scores: CSS=3.56, Synergy_ZIP=1.13, Synergy_Bliss=-7.21, Synergy_Loewe=-6.41, Synergy_HSA=-3.91. Cell line: LOX IMVI. Drug 1: CN(C)C1=NC(=NC(=N1)N(C)C)N(C)C. (5) Drug 1: B(C(CC(C)C)NC(=O)C(CC1=CC=CC=C1)NC(=O)C2=NC=CN=C2)(O)O. Drug 2: N.N.Cl[Pt+2]Cl. Cell line: NCI-H522. Synergy scores: CSS=79.1, Synergy_ZIP=0.852, Synergy_Bliss=2.78, Synergy_Loewe=1.50, Synergy_HSA=4.11. (6) Drug 1: C1=CC(=C2C(=C1NCCNCCO)C(=O)C3=C(C=CC(=C3C2=O)O)O)NCCNCCO. Drug 2: C1=CC(=CC=C1CCCC(=O)O)N(CCCl)CCCl. Cell line: BT-549. Synergy scores: CSS=41.2, Synergy_ZIP=-7.59, Synergy_Bliss=-4.29, Synergy_Loewe=-8.19, Synergy_HSA=0.838. (7) Drug 1: CC1OCC2C(O1)C(C(C(O2)OC3C4COC(=O)C4C(C5=CC6=C(C=C35)OCO6)C7=CC(=C(C(=C7)OC)O)OC)O)O. Drug 2: CC1=C2C(C(=O)C3(C(CC4C(C3C(C(C2(C)C)(CC1OC(=O)C(C(C5=CC=CC=C5)NC(=O)OC(C)(C)C)O)O)OC(=O)C6=CC=CC=C6)(CO4)OC(=O)C)O)C)O. Cell line: NCI-H522. Synergy scores: CSS=47.2, Synergy_ZIP=-9.97, Synergy_Bliss=-12.8, Synergy_Loewe=-18.4, Synergy_HSA=-7.03.